Dataset: Experimentally validated miRNA-target interactions with 360,000+ pairs, plus equal number of negative samples. Task: Binary Classification. Given a miRNA mature sequence and a target amino acid sequence, predict their likelihood of interaction. (1) The miRNA is hsa-miR-3074-5p with sequence GUUCCUGCUGAACUGAGCCAG. The protein sequence of the target gene is MGLQARRWASGSRGAAGPRRGVLQLLPLPLPLPLLLLLLLRPGAGRAAAQGEAEAPTLYLWKTGPWGRCMGDECGPGGIQTRAVWCAHVEGWTTLHTNCKQAERPNNQQNCFKVCDWHKELYDWRLGPWNQCQPVISKSLEKPLECIKGEEGIQVREIACIQKDKDIPAEDIICEYFEPKPLLEQACLIPCQQDCIVSEFSAWSECSKTCGSGLQHRTRHVVAPPQFGGSGCPNLTEFQVCQSSPCEAEELRYSLHVGPWSTCSMPHSRQVRQARRRGKNKEREKDRSKGVKDPEARELI.... Result: 1 (interaction). (2) The miRNA is mmu-miR-15a-5p with sequence UAGCAGCACAUAAUGGUUUGUG. The protein sequence of the target gene is MIPANASARKGPEGKYPLHYLVWHNRHRELEKEVRAGQVDIEQLDPRGRTPLHLATTLGHLECARVLLAHGADVGRENRSGWTVLQEAVSTRDLELVQLVLRYRDYQRVVKRLAGIPMLLEKLRKAQDFYVEMKWEFTSWVPLVSKICPSDTYKVWKSGQNLRVDTTLLGFDHMTWQRGNRSFVFRGQDTSAVVMEIDHDRRVVYMETLALAGQDRELLLAAAQPSEEQVLSRLTAPVVTTQLDTKNISFERNKTGILGWRSEKTEMVNGYEAKVYGASNVELITRTRTEHLSEQHKGKV.... Result: 1 (interaction). (3) Result: 1 (interaction). The miRNA is hsa-miR-586 with sequence UAUGCAUUGUAUUUUUAGGUCC. The protein sequence of the target gene is MGSVRTNRYSIVSSEEDGMKLATMAVANGFGNGKSKVHTRQQCRSRFVKKDGHCNVQFINVGEKGQRYLADIFTTCVDIRWRWMLVIFCLAFVLSWLFFGCVFWLIALLHGDLDASKEGKACVSEVNSFTAAFLFSIETQTTIGYGFRCVTDECPIAVFMVVFQSIVGCIIDAFIIGAVMAKMAKPKKRNETLVFSHNAVIAMRDGKLCLMWRVGNLRKSHLVEAHVRAQLLKSRITSEGEYIPLDQIDINVGFDSGIDRIFLVSPITIVHEIDEDSPLYDLSKQDIDNADFEIVVILEG.... (4) The miRNA is hsa-miR-3150a-5p with sequence CAACCUCGACGAUCUCCUCAGC. The protein sequence of the target gene is MVRGRISRLSVRDVRFPTSLGGHGADAMHTDPDYSAAYVVIETDAEDGIKGCGITFTLGKGTEVVVCAVNALAHHVLNKDLKDIVGDFRGFYRQLTSDGQLRWIGPEKGVVHLATAAVLNAVWDLWAKQEGKPVWKLLVDMDPRMLVSCIDFRYITDVLTEEDALEILQKGQIGKKEREKQMLAQGYPAYTTSCAWLGYSDDTLKQLCAQALKDGWTRFKVKVGADLQDDMRRCQIIRDMIGPEKTLMMDANQRWDVPEAVEWMSKLAKFKPLWIEEPTSPDDILGHATISKALVPLGIG.... Result: 0 (no interaction). (5) The miRNA is hsa-miR-1471 with sequence GCCCGCGUGUGGAGCCAGGUGU. The protein sequence of the target gene is MEAIAKYDFKATADDELSFKRGDILKVLNEECDQNWYKAELNGKDGFIPKNYIEMKPHPWFFGKIPRAKAEEMLSKQRHDGAFLIRESESAPGDFSLSVKFGNDVQHFKVLRDGAGKYFLWVVKFNSLNELVDYHRSTSVSRNQQIFLRDIEQMPQQPTYVQALFDFDPQEDGELGFRRGDFIHVMDNSDPNWWKGACHGQTGMFPRNYVTPVNRNV. Result: 0 (no interaction). (6) The miRNA is mmu-miR-335-3p with sequence UUUUUCAUUAUUGCUCCUGACC. The protein sequence of the target gene is MLSAAFITLLRSGGNQVKKRVLLSSILLQDHRQATPACYFSTSEARCSRFDPDGSGQPATWDNFGIWDNRIDEPILLPPSIKYGKPIPKISLENVGCASLIGKRKENEDRFGFAQLTEEVLYFAVYDGHGGPAAADFCHTHMEKCVMDLLPREKDLETVLTLAFLEIDKAFASYAHLSADASLLTSGTTATVALLRDGVELVVASVGDSRALLCRKGKPMKLTTDHTPERKDEKERIKKFGGFVAWNSLGQPHVNGRLAMTRSIGDLDLKASGVIAEPETTRIKLYHADDSFLVLTTDGI.... Result: 1 (interaction). (7) The miRNA is hsa-miR-3652 with sequence CGGCUGGAGGUGUGAGGA. Result: 1 (interaction). The protein sequence of the target gene is MTHWFHRNPLKATAPVSFNYYGVVTGPSASKICNDLRSSRARLLELFTDLSCNPEMMKNAADSYFSLLQGFINSLDESTQESKLRYIQNFKWTDTLQGQVPSAQQDAVFELISMGFNVALWYTKYASRLAGKENITEDEAKEVHRSLKIAAGIFKHLKESHLPKLITPAEKGRDLESRLIEAYVIQCQAEAQEVTIARAIELKHAPGLIAALAYETANFYQKADHTLSSLEPAYSAKWRKYLHLKMCFYTAYAYCYHGETLLASDKCGEAIRSLQEAEKLYAKAEALCKEYGETKGPGPT.... (8) The miRNA is hsa-miR-145-5p with sequence GUCCAGUUUUCCCAGGAAUCCCU. The protein sequence of the target gene is MDVERLQEALKDFEKRGKKEVCPVLDQFLCHVAKTGETMIQWSQFKGYFIFKLEKVMDDFRTSAPEPRGPPNPNVEYIPFDEMKERILKIVTGFNGIPFTIQRLCELLTDPRRNYTGTDKFLRGVEKNVMVVSCVYPSSEKNNSNSLNRMNGVMFPGNSPSYTERSNINGPGTPRPLNRPKVSLSAPMTTNGLPESTDSKEANLQQNEEKNHSDSSTSESEVSSVSPLKNKHPDEDAVEAEGHEVKRLRFDKEGEVRETASQTTSSEISSVMVGETEASSSSQDKDKDSRCTRQHCTEED.... Result: 0 (no interaction).